Task: Predict the reactants needed to synthesize the given product.. Dataset: Full USPTO retrosynthesis dataset with 1.9M reactions from patents (1976-2016) (1) Given the product [Br:19][C:17]1[CH:16]=[CH:15][C:10]([C:11]([O:13][CH3:14])=[O:12])=[C:9]([NH:8][C:2]([O:4][CH:5]([CH3:7])[CH3:6])=[O:3])[CH:18]=1, predict the reactants needed to synthesize it. The reactants are: Cl[C:2]([O:4][CH:5]([CH3:7])[CH3:6])=[O:3].[NH2:8][C:9]1[CH:18]=[C:17]([Br:19])[CH:16]=[CH:15][C:10]=1[C:11]([O:13][CH3:14])=[O:12].N1C=CC=CC=1.O. (2) Given the product [F:20][C:21]1[CH:26]=[CH:25][C:24]([C:27]2[S:28][CH:29]=[C:30]([C:32]3[CH:37]=[CH:36][C:35]([CH2:43][C:42]#[C:41][N:40]([CH3:44])[CH3:39])=[CH:34][CH:33]=3)[N:31]=2)=[CH:23][CH:22]=1, predict the reactants needed to synthesize it. The reactants are: C1(P(C2C=CC=CC=2)C2C=CC=CC=2)C=CC=CC=1.[F:20][C:21]1[CH:26]=[CH:25][C:24]([C:27]2[S:28][CH:29]=[C:30]([C:32]3[CH:37]=[CH:36][C:35](Br)=[CH:34][CH:33]=3)[N:31]=2)=[CH:23][CH:22]=1.[CH3:39][N:40]([CH3:44])[CH2:41][C:42]#[CH:43]. (3) Given the product [C:25]([O:24][C:23]([NH:22][C:17]12[CH2:18][CH2:19][C:14]([CH2:13][CH2:12][C:11]3[C:2]([F:1])=[CH:3][N:4]=[C:5]4[C:10]=3[N:9]=[C:8]([O:30][CH2:32][C:33]3([C:36]([O:38][CH3:39])=[O:37])[CH2:35][CH2:34]3)[CH:7]=[CH:6]4)([CH2:21][CH2:20]1)[O:15][CH2:16]2)=[O:29])([CH3:27])([CH3:26])[CH3:28], predict the reactants needed to synthesize it. The reactants are: [F:1][C:2]1[CH:3]=[N:4][C:5]2[C:10]([C:11]=1[CH2:12][CH2:13][C:14]13[CH2:21][CH2:20][C:17]([NH:22][C:23](=[O:29])[O:24][C:25]([CH3:28])([CH3:27])[CH3:26])([CH2:18][CH2:19]1)[CH2:16][O:15]3)=[N:9][C:8]([OH:30])=[CH:7][CH:6]=2.Br[CH2:32][C:33]1([C:36]([O:38][CH3:39])=[O:37])[CH2:35][CH2:34]1. (4) Given the product [CH2:23]([O:25][C:26]([C:28]1[CH:33]=[CH:32][C:31]([C:2]2[CH:22]=[CH:21][CH:20]=[CH:19][C:3]=2[CH2:4][N:5]2[C:13]3[C:8](=[CH:9][C:10]([C:14]([OH:16])=[O:15])=[CH:11][CH:12]=3)[C:7]([CH3:17])=[C:6]2[CH3:18])=[CH:30][CH:29]=1)=[O:27])[CH3:24], predict the reactants needed to synthesize it. The reactants are: Br[C:2]1[CH:22]=[CH:21][CH:20]=[CH:19][C:3]=1[CH2:4][N:5]1[C:13]2[C:8](=[CH:9][C:10]([C:14]([OH:16])=[O:15])=[CH:11][CH:12]=2)[C:7]([CH3:17])=[C:6]1[CH3:18].[CH2:23]([O:25][C:26]([C:28]1[CH:33]=[CH:32][C:31](B(O)O)=[CH:30][CH:29]=1)=[O:27])[CH3:24].